This data is from Catalyst prediction with 721,799 reactions and 888 catalyst types from USPTO. The task is: Predict which catalyst facilitates the given reaction. (1) Reactant: COCN[C:5]([C:7]1[S:14][C:10]2[S:11][CH:12]=[CH:13][C:9]=2[CH:8]=1)=[O:6].[CH3:15][Mg]Br. Product: [S:14]1[C:10]2[S:11][CH:12]=[CH:13][C:9]=2[CH:8]=[C:7]1[C:5](=[O:6])[CH3:15]. The catalyst class is: 1. (2) Reactant: [CH3:1][C:2]1[CH:7]=[CH:6][C:5]([CH:8]([C:10]2[CH:15]=[CH:14][C:13]([CH3:16])=[CH:12][CH:11]=2)O)=[CH:4][CH:3]=1.[NH:17]1[CH:22]=[CH:21][CH:20]=[CH:19][C:18]1=[O:23].OS(O)(=O)=O.O. Product: [CH3:1][C:2]1[CH:7]=[CH:6][C:5]([CH:8]([C:10]2[CH:15]=[CH:14][C:13]([CH3:16])=[CH:12][CH:11]=2)[C:21]2[CH:20]=[CH:19][C:18](=[O:23])[NH:17][CH:22]=2)=[CH:4][CH:3]=1. The catalyst class is: 2. (3) Product: [CH3:8][C:6]1[CH:7]=[C:2]([N:12]2[CH:16]=[N:15][CH:14]=[N:13]2)[CH:3]=[CH:4][C:5]=1[N+:9]([O-:11])=[O:10]. Reactant: F[C:2]1[CH:3]=[CH:4][C:5]([N+:9]([O-:11])=[O:10])=[C:6]([CH3:8])[CH:7]=1.[NH:12]1[CH:16]=[N:15][CH:14]=[N:13]1.[OH-].[K+].O. The catalyst class is: 9. (4) Reactant: CC(C)([O-])C.[K+].[C:7]([CH2:9]P(=O)(OCC)OCC)#[N:8].[CH2:18]([O:25][CH:26]1[CH2:29][C:28](=O)[CH2:27]1)[C:19]1[CH:24]=[CH:23][CH:22]=[CH:21][CH:20]=1. Product: [CH2:18]([O:25][CH:26]1[CH2:29][C:28](=[CH:9][C:7]#[N:8])[CH2:27]1)[C:19]1[CH:24]=[CH:23][CH:22]=[CH:21][CH:20]=1. The catalyst class is: 7. (5) Reactant: [CH3:1][O:2][C:3]1C=CC(NC)=[CH:5][CH:4]=1.BrCC(O)=[O:14].CCN=C=N[CH2:21][CH2:22][CH2:23][N:24]([CH3:26])[CH3:25].Cl.[CH2:28]([Cl:30])Cl. Product: [Cl:30][CH2:28][C:26]([N:24]([C:23]1[CH:22]=[CH:21][C:3]([O:2][CH3:1])=[CH:4][CH:5]=1)[CH3:25])=[O:14]. The catalyst class is: 142. (6) Reactant: [Cl:1][C:2]1[N:7]=[C:6](Cl)[C:5]([CH3:9])=[CH:4][N:3]=1.[NH2:10][CH:11]1[CH2:25][CH:14]2[CH2:15][N:16]([C:18]([O:20][C:21]([CH3:24])([CH3:23])[CH3:22])=[O:19])[CH2:17][CH:13]2[CH2:12]1.CCN(CC)CC. Product: [Cl:1][C:2]1[N:7]=[C:6]([NH:10][CH:11]2[CH2:25][CH:14]3[CH2:15][N:16]([C:18]([O:20][C:21]([CH3:23])([CH3:22])[CH3:24])=[O:19])[CH2:17][CH:13]3[CH2:12]2)[C:5]([CH3:9])=[CH:4][N:3]=1. The catalyst class is: 14. (7) Reactant: [NH2:1][C:2]1[C:7](/[CH:8]=[CH:9]/[C:10](OCC)=[O:11])=[C:6]([O:15][C:16]2[CH:21]=[CH:20][C:19]([N+:22]([O-])=O)=[CH:18][CH:17]=2)[CH:5]=[CH:4][N:3]=1.CO.[H][H]. Product: [O:11]=[C:10]1[NH:1][C:2]2[N:3]=[CH:4][CH:5]=[C:6]([O:15][C:16]3[CH:21]=[CH:20][C:19]([NH2:22])=[CH:18][CH:17]=3)[C:7]=2[CH2:8][CH2:9]1. The catalyst class is: 481. (8) Reactant: [OH:1][C@@H:2]1[CH2:6][CH2:5][NH:4][CH2:3]1.O[C@H]1CCNC1.Cl[C:14]1[CH:23]=[CH:22][C:21]2[C:20]([C:24]([NH:26][CH2:27][C@:28]3([OH:35])[CH2:33][CH2:32][CH2:31][C@H:30]([CH3:34])[CH2:29]3)=[O:25])=[C:19]([Cl:36])[CH:18]=[CH:17][C:16]=2[N:15]=1.C(N(C(C)C)CC)(C)C. Product: [Cl:36][C:19]1[CH:18]=[CH:17][C:16]2[N:15]=[C:14]([N:4]3[CH2:5][CH2:6][C@@H:2]([OH:1])[CH2:3]3)[CH:23]=[CH:22][C:21]=2[C:20]=1[C:24]([NH:26][CH2:27][C@:28]1([OH:35])[CH2:33][CH2:32][CH2:31][C@H:30]([CH3:34])[CH2:29]1)=[O:25]. The catalyst class is: 10. (9) Reactant: C([C:3]1[C:4]([N:15]2[CH2:19][CH2:18][C@@H:17]([C:20]3([NH:23][C:24]([O:26][C:27]([CH3:30])([CH3:29])[CH3:28])=[O:25])[CH2:22][CH2:21]3)[CH2:16]2)=[C:5]([O:13][CH3:14])[C:6]([F:12])=[C:7]([CH:11]=1)[C:8]([OH:10])=[O:9])C.[OH-].[Na+].C(O)(=O)CC(CC(O)=O)(C(O)=O)O. Product: [C:27]([O:26][C:24]([NH:23][C:20]1([C@@H:17]2[CH2:18][CH2:19][N:15]([C:4]3[CH:3]=[CH:11][C:7]([C:8]([OH:10])=[O:9])=[C:6]([F:12])[C:5]=3[O:13][CH3:14])[CH2:16]2)[CH2:22][CH2:21]1)=[O:25])([CH3:30])([CH3:29])[CH3:28]. The catalyst class is: 8. (10) Reactant: [Cl:1][C:2]1[C:3](Cl)=[N:4][CH:5]=[C:6]([CH:10]=1)[C:7]([OH:9])=[O:8].[NH:12]1[CH2:17][CH2:16][NH:15][CH2:14][CH2:13]1.CCN(C(C)C)C(C)C. Product: [Cl:1][C:2]1[C:3]([N:12]2[CH2:17][CH2:16][NH:15][CH2:14][CH2:13]2)=[N:4][CH:5]=[C:6]([CH:10]=1)[C:7]([O-:9])=[O:8].[NH2+:12]1[CH2:17][CH2:16][NH:15][CH2:14][CH2:13]1. The catalyst class is: 44.